Dataset: Catalyst prediction with 721,799 reactions and 888 catalyst types from USPTO. Task: Predict which catalyst facilitates the given reaction. (1) Reactant: C([O:3][C:4]([C:6]1([NH:15][C:16]([C:18]2[CH:23]=[CH:22][N:21]=[CH:20][C:19]=2[N:24]([CH:26]([CH3:28])[CH3:27])[CH3:25])=[O:17])[CH2:14][C:13]2[C:8](=[CH:9][CH:10]=[CH:11][CH:12]=2)[CH2:7]1)=[O:5])C.O1CCOCC1.CO. Product: [CH:26]([N:24]([CH3:25])[C:19]1[CH:20]=[N:21][CH:22]=[CH:23][C:18]=1[C:16]([NH:15][C:6]1([C:4]([OH:5])=[O:3])[CH2:7][C:8]2[C:13](=[CH:12][CH:11]=[CH:10][CH:9]=2)[CH2:14]1)=[O:17])([CH3:28])[CH3:27]. The catalyst class is: 6. (2) Reactant: CCOCC.[CH3:6][O:7][C:8]([CH3:16])([CH3:15])[CH2:9][CH2:10][O:11][CH2:12][CH:13]=[CH2:14]. Product: [CH3:6][O:7][C:8]([CH3:15])([CH3:16])[CH2:9][CH2:10][O:11][CH2:12][CH2:13][CH3:14]. The catalyst class is: 50. (3) Reactant: Cl[Si](C)(C)[CH3:3].[O:6]=[C:7]1[N:12]=[C:11]([C:13]([OH:15])=[O:14])[CH:10]=[CH:9][NH:8]1. Product: [O:6]=[C:7]1[N:12]=[C:11]([C:13]([O:15][CH3:3])=[O:14])[CH:10]=[CH:9][NH:8]1. The catalyst class is: 5.